Predict the product of the given reaction. From a dataset of Forward reaction prediction with 1.9M reactions from USPTO patents (1976-2016). (1) The product is: [CH3:20][S:21]([C:24]1[CH:29]=[CH:28][C:27]([C:2]2[C:3]3[N:4]([N:8]=[C:9]([NH:11][C:12]4[CH:17]=[CH:16][CH:15]=[CH:14][C:13]=4[O:18][CH3:19])[N:10]=3)[CH:5]=[CH:6][CH:7]=2)=[CH:26][CH:25]=1)(=[O:23])=[O:22]. Given the reactants Br[C:2]1[C:3]2[N:4]([N:8]=[C:9]([NH:11][C:12]3[CH:17]=[CH:16][CH:15]=[CH:14][C:13]=3[O:18][CH3:19])[N:10]=2)[CH:5]=[CH:6][CH:7]=1.[CH3:20][S:21]([C:24]1[CH:29]=[CH:28][C:27](B(O)O)=[CH:26][CH:25]=1)(=[O:23])=[O:22], predict the reaction product. (2) Given the reactants [NH:1]1[C:10]2[C:5](=[CH:6][CH:7]=[C:8]([NH:11][C:12]([C:14]3[CH:19]=[CH:18][C:17]([C:20]4[CH:25]=[CH:24][CH:23]=[CH:22][CH:21]=4)=[CH:16][CH:15]=3)=[O:13])[CH:9]=2)[CH2:4][CH2:3][CH2:2]1.C(=O)([O-])[O-].[K+].[K+].[I-].[Na+].Br[CH2:35][CH2:36][OH:37], predict the reaction product. The product is: [OH:37][CH2:36][CH2:35][N:1]1[C:10]2[C:5](=[CH:6][CH:7]=[C:8]([NH:11][C:12]([C:14]3[CH:19]=[CH:18][C:17]([C:20]4[CH:21]=[CH:22][CH:23]=[CH:24][CH:25]=4)=[CH:16][CH:15]=3)=[O:13])[CH:9]=2)[CH2:4][CH2:3][CH2:2]1. (3) Given the reactants [CH3:1][O:2][C:3]1[CH:4]=[CH:5][C:6]([N+:10]([O-:12])=[O:11])=[C:7]([CH:9]=1)[NH2:8].[C:13](OC(=O)C)(=[O:15])[CH3:14], predict the reaction product. The product is: [CH3:1][O:2][C:3]1[CH:4]=[CH:5][C:6]([N+:10]([O-:12])=[O:11])=[C:7]([NH:8][C:13](=[O:15])[CH3:14])[CH:9]=1.